From a dataset of Forward reaction prediction with 1.9M reactions from USPTO patents (1976-2016). Predict the product of the given reaction. Given the reactants [N+:1]([C:4]1[CH:9]=[CH:8][CH:7]=[CH:6][C:5]=1[C:10]1[S:11][CH:12]=[N:13][N:14]=1)([O-:3])=[O:2].C(NN[C:19](=O)[C:20]1C=CC=C[C:21]=1[N+]([O-])=O)=O, predict the reaction product. The product is: [N+:1]([C:4]1[CH:9]=[CH:8][CH:7]=[CH:6][C:5]=1[C:10]1[S:11][C:12]([CH2:19][CH2:20][CH3:21])=[N:13][N:14]=1)([O-:3])=[O:2].